Dataset: Forward reaction prediction with 1.9M reactions from USPTO patents (1976-2016). Task: Predict the product of the given reaction. (1) Given the reactants [Cl:1][C:2]1[CH:7]=[C:6]([C@@H:8]2[NH:12][CH:11]([C:13]([OH:15])=[O:14])[CH2:10][S:9]2)[CH:5]=[CH:4][N:3]=1.CCN(C(C)C)C(C)C.Cl[C:26]([O:28][CH2:29][C:30]1[CH:35]=[CH:34][CH:33]=[CH:32][CH:31]=1)=[O:27], predict the reaction product. The product is: [CH2:29]([O:28][C:26]([N:12]1[CH:11]([C:13]([OH:15])=[O:14])[CH2:10][S:9][C@@H:8]1[C:6]1[CH:5]=[CH:4][N:3]=[C:2]([Cl:1])[CH:7]=1)=[O:27])[C:30]1[CH:35]=[CH:34][CH:33]=[CH:32][CH:31]=1. (2) Given the reactants [Si:1]([O:8][CH2:9][CH2:10][N:11]1[CH:15]=[C:14]([C:16]([F:19])([F:18])[F:17])[N:13]=[CH:12]1)([C:4]([CH3:7])([CH3:6])[CH3:5])([CH3:3])[CH3:2].[Si]([O:27][CH2:28]CN1C(C(F)(F)F)=CN=C1)(C(C)(C)C)(C)C.C1COCC1.[Li]CCCC.CCCCCC.CN(C=O)C.C(O)(=O)C, predict the reaction product. The product is: [Si:1]([O:8][CH2:9][CH2:10][N:11]1[CH:15]=[C:14]([C:16]([F:17])([F:18])[F:19])[N:13]=[C:12]1[CH:28]=[O:27])([C:4]([CH3:7])([CH3:5])[CH3:6])([CH3:3])[CH3:2]. (3) Given the reactants [Br:1][C:2]1[CH:7]=[CH:6][C:5]([C:8]([F:11])([F:10])[F:9])=[CH:4][CH:3]=1.[I:12]N1C(=O)CCC1=O, predict the reaction product. The product is: [Br:1][C:2]1[CH:3]=[CH:4][C:5]([C:8]([F:9])([F:10])[F:11])=[CH:6][C:7]=1[I:12]. (4) Given the reactants [NH:1]1[CH:5]=[CH:4][C:3]([C:6]([OH:8])=[O:7])=[N:2]1.C(N(C(C)C)CC)(C)C.[CH2:18]([O:20][C:21](=[O:42])[C@H:22]([CH3:41])[CH2:23][C@H:24]([N:38]=[C:39]=[O:40])[CH2:25][C:26]1[CH:31]=[CH:30][C:29]([C:32]2[CH:37]=[CH:36][CH:35]=[CH:34][CH:33]=2)=[CH:28][CH:27]=1)[CH3:19], predict the reaction product. The product is: [C:29]1([C:32]2[CH:33]=[CH:34][CH:35]=[CH:36][CH:37]=2)[CH:28]=[CH:27][C:26]([CH2:25][C@@H:24]([NH:38][C:39]([N:1]2[CH:5]=[CH:4][C:3]([C:6]([OH:8])=[O:7])=[N:2]2)=[O:40])[CH2:23][C@H:22]([C:21]([O:20][CH2:18][CH3:19])=[O:42])[CH3:41])=[CH:31][CH:30]=1. (5) Given the reactants [CH3:1][O:2][C:3](=[O:27])[CH2:4][CH2:5][C:6]([N:8]1[CH2:12][C@H:11](OS(C2C=CC(C)=CC=2)(=O)=O)[C@@H:10]([N:24]=[N+]=[N-])[CH2:9]1)=[O:7].C1(P(C2C=CC=CC=2)C2C=CC=CC=2)C=CC=CC=1.O.C(N(CC)CC)C, predict the reaction product. The product is: [CH3:1][O:2][C:3](=[O:27])[CH2:4][CH2:5][C:6]([N:8]1[CH2:9][CH:10]2[CH:11]([NH:24]2)[CH2:12]1)=[O:7].